Dataset: Full USPTO retrosynthesis dataset with 1.9M reactions from patents (1976-2016). Task: Predict the reactants needed to synthesize the given product. (1) Given the product [F:1][C:2]1[CH:7]=[CH:6][C:5]([CH2:8][CH2:9][NH:10][C:14]([C:16]2[S:17][C:18]([N:21]3[CH2:22][CH2:23][N:24]([C:27](=[O:38])[C:28]4[CH:33]=[CH:32][CH:31]=[CH:30][C:29]=4[C:34]([F:37])([F:36])[F:35])[CH2:25][CH2:26]3)=[N:19][N:20]=2)=[O:13])=[CH:4][CH:3]=1, predict the reactants needed to synthesize it. The reactants are: [F:1][C:2]1[CH:7]=[CH:6][C:5]([CH2:8][CH2:9][NH2:10])=[CH:4][CH:3]=1.C([O:13][C:14]([C:16]1[S:17][C:18]([N:21]2[CH2:26][CH2:25][N:24]([C:27](=[O:38])[C:28]3[CH:33]=[CH:32][CH:31]=[CH:30][C:29]=3[C:34]([F:37])([F:36])[F:35])[CH2:23][CH2:22]2)=[N:19][N:20]=1)=O)C. (2) Given the product [CH3:35][NH:36][C:20](=[O:21])[C:19]#[C:18][C:17]([C:14]1[CH:15]=[CH:16][C:11]([N:10]([S:7]([C:1]2[CH:6]=[CH:5][CH:4]=[CH:3][CH:2]=2)(=[O:9])=[O:8])[CH2:28][CH:29]([CH3:31])[CH3:30])=[CH:12][CH:13]=1)([OH:27])[C:23]([F:26])([F:25])[F:24], predict the reactants needed to synthesize it. The reactants are: [C:1]1([S:7]([N:10]([CH2:28][CH:29]([CH3:31])[CH3:30])[C:11]2[CH:16]=[CH:15][C:14]([C:17]([OH:27])([C:23]([F:26])([F:25])[F:24])[C:18]#[C:19][C:20](O)=[O:21])=[CH:13][CH:12]=2)(=[O:9])=[O:8])[CH:6]=[CH:5][CH:4]=[CH:3][CH:2]=1.CN.Cl.[CH3:35][N:36](C)CCCN=C=NCC. (3) Given the product [Cl:17][C:18]1[C:19]([C:30]([F:32])([F:31])[F:33])=[N:20][N:21]([CH:24]([CH2:28][CH3:29])[C:25]([NH:16][C:11]2[CH:10]=[N:9][N:8]([C:5]3[CH:4]=[CH:3][C:2]([F:1])=[CH:7][CH:6]=3)[C:12]=2[CH:13]([CH3:14])[CH3:15])=[O:26])[C:22]=1[CH3:23], predict the reactants needed to synthesize it. The reactants are: [F:1][C:2]1[CH:7]=[CH:6][C:5]([N:8]2[C:12]([CH:13]([CH3:15])[CH3:14])=[C:11]([NH2:16])[CH:10]=[N:9]2)=[CH:4][CH:3]=1.[Cl:17][C:18]1[C:19]([C:30]([F:33])([F:32])[F:31])=[N:20][N:21]([CH:24]([CH2:28][CH3:29])[C:25](O)=[O:26])[C:22]=1[CH3:23].C(N(C(C)C)CC)(C)C.CN(C(ON1N=NC2C=CC=NC1=2)=[N+](C)C)C.F[P-](F)(F)(F)(F)F.